This data is from Catalyst prediction with 721,799 reactions and 888 catalyst types from USPTO. The task is: Predict which catalyst facilitates the given reaction. (1) Reactant: [F:1][C:2]1[CH:30]=[CH:29][C:5]2[CH2:6][C:7]3[CH:28]=[CH:27][CH:26]=[CH:25][C:8]=3[C:9]3([CH2:14][CH2:13][CH:12]([N:15]4[CH2:20][CH2:19][CH:18]=[C:17]([C:21]([O:23]C)=[O:22])[CH2:16]4)[CH2:11]3)[CH2:10][C:4]=2[CH:3]=1.CCCCCC.C(O)(C)C.[Li+].[OH-]. Product: [F:1][C:2]1[CH:30]=[CH:29][C:5]2[CH2:6][C:7]3[CH:28]=[CH:27][CH:26]=[CH:25][C:8]=3[C:9]3([CH2:14][CH2:13][CH:12]([N:15]4[CH2:20][CH2:19][CH:18]=[C:17]([C:21]([OH:23])=[O:22])[CH2:16]4)[CH2:11]3)[CH2:10][C:4]=2[CH:3]=1. The catalyst class is: 24. (2) Reactant: [Cl:1][C:2]1[CH:7]=[C:6]([C:8]2[CH:13]=[CH:12][C:11]([O:14][C:15]3[CH:20]=[CH:19][C:18]([F:21])=[CH:17][CH:16]=3)=[CH:10][CH:9]=2)[N:5]=[C:4]([NH2:22])[CH:3]=1.CCN(C(C)C)C(C)C.[CH3:32][S:33](Cl)(=[O:35])=[O:34]. Product: [Cl:1][C:2]1[CH:7]=[C:6]([C:8]2[CH:9]=[CH:10][C:11]([O:14][C:15]3[CH:20]=[CH:19][C:18]([F:21])=[CH:17][CH:16]=3)=[CH:12][CH:13]=2)[N:5]=[C:4]([NH:22][S:33]([CH3:32])(=[O:35])=[O:34])[CH:3]=1. The catalyst class is: 2.